Dataset: Full USPTO retrosynthesis dataset with 1.9M reactions from patents (1976-2016). Task: Predict the reactants needed to synthesize the given product. (1) Given the product [BrH:1].[Br:1][C:2]1[CH:3]=[C:4]2[C:9](=[CH:10][CH:11]=1)[C:8](=[O:12])[NH:7][C:6](=[O:13])[C:5]2=[CH:14][NH:23][CH2:22][C:21]1[CH:24]=[CH:25][C:26]([OH:27])=[C:19]([OH:18])[CH:20]=1, predict the reactants needed to synthesize it. The reactants are: [Br:1][C:2]1[CH:3]=[C:4]2[C:9](=[CH:10][CH:11]=1)[C:8](=[O:12])[NH:7][C:6](=[O:13])[C:5]2=[CH:14]OC.Br.[OH:18][C:19]1[CH:20]=[C:21]([CH:24]=[CH:25][C:26]=1[OH:27])[CH2:22][NH2:23].C(N(CC)CC)C. (2) Given the product [NH2:9][C:10]1[C:15]([C:16]2[O:17][C:18]3[C:19](=[C:21]([C:25]#[N:26])[CH:22]=[CH:23][CH:24]=3)[N:20]=2)=[CH:14][C:13]([Br:1])=[CH:12][N:11]=1, predict the reactants needed to synthesize it. The reactants are: [Br:1]N1C(=O)CCC1=O.[NH2:9][C:10]1[C:15]([C:16]2[O:17][C:18]3[C:19](=[C:21]([C:25]#[N:26])[CH:22]=[CH:23][CH:24]=3)[N:20]=2)=[CH:14][CH:13]=[CH:12][N:11]=1. (3) Given the product [Br:12][CH2:13][CH2:14][CH2:18][CH2:19][O:11][C:1]1[C:10]2[C:5](=[CH:6][CH:7]=[CH:8][CH:9]=2)[CH:4]=[CH:3][CH:2]=1, predict the reactants needed to synthesize it. The reactants are: [C:1]1([OH:11])[C:10]2[C:5](=[CH:6][CH:7]=[CH:8][CH:9]=2)[CH:4]=[CH:3][CH:2]=1.[Br:12][CH:13](C)[CH:14](Br)C.[C:18](#N)[CH3:19]. (4) Given the product [OH:71][C:68]([C:65]1[CH:66]=[CH:67][C:62]([N:18]2[CH2:17][CH2:16][C:15]3([CH2:21][CH2:22][N:12]([S:9]([C:4]4[CH:5]=[CH:6][CH:7]=[CH:8][C:3]=4[C:2]([F:1])([F:23])[F:24])(=[O:11])=[O:10])[CH2:13][CH2:14]3)[C:19]2=[O:20])=[CH:63][CH:64]=1)([CH3:70])[CH3:69], predict the reactants needed to synthesize it. The reactants are: [F:1][C:2]([F:24])([F:23])[C:3]1[CH:8]=[CH:7][CH:6]=[CH:5][C:4]=1[S:9]([N:12]1[CH2:22][CH2:21][C:15]2([C:19](=[O:20])[NH:18][CH2:17][CH2:16]2)[CH2:14][CH2:13]1)(=[O:11])=[O:10].FC(F)(F)C(C1C=CC(N2CCC3(CCN(S(C4C=CC=CC=4C(F)(F)F)(=O)=O)CC3)C2=O)=CC=1)O.I[C:62]1[CH:67]=[CH:66][C:65]([C:68]([OH:71])([CH3:70])[CH3:69])=[CH:64][CH:63]=1. (5) Given the product [F:7][C:8]1[CH:9]=[C:10]([C@@H:15]2[CH2:17][C@H:16]2[NH:18][C:19]2[C:20]3[N:31]=[N:30][N:29]([C@H:32]4[C@@H:36]5[O:37][C:38]([CH3:40])([CH3:41])[O:39][C@@H:35]5[C@@H:34]([O:42][CH2:43][CH2:44][OH:45])[CH2:33]4)[C:21]=3[N:22]=[C:23]([S:25][CH2:26][CH2:27][CH3:28])[N:24]=2)[CH:11]=[CH:12][C:13]=1[F:14], predict the reactants needed to synthesize it. The reactants are: [H-].[H-].[H-].[H-].[Li+].[Al+3].[F:7][C:8]1[CH:9]=[C:10]([C@@H:15]2[CH2:17][C@H:16]2[NH:18][C:19]2[C:20]3[N:31]=[N:30][N:29]([C@H:32]4[C@@H:36]5[O:37][C:38]([CH3:41])([CH3:40])[O:39][C@@H:35]5[C@@H:34]([O:42][CH2:43][C:44](O)=[O:45])[CH2:33]4)[C:21]=3[N:22]=[C:23]([S:25][CH2:26][CH2:27][CH3:28])[N:24]=2)[CH:11]=[CH:12][C:13]=1[F:14]. (6) Given the product [Br:1][C:2]1[C:3]([NH:17][C@H:18]([CH3:19])[CH2:20][OH:21])=[N:4][C:5]([Cl:8])=[N:6][CH:7]=1, predict the reactants needed to synthesize it. The reactants are: [Br:1][C:2]1[C:3](Cl)=[N:4][C:5]([Cl:8])=[N:6][CH:7]=1.C(N(CC)CC)C.[NH2:17][C@@H:18]([CH2:20][OH:21])[CH3:19].